Predict the product of the given reaction. From a dataset of Forward reaction prediction with 1.9M reactions from USPTO patents (1976-2016). (1) Given the reactants [Br:1][C:2]1[CH:17]=[CH:16][C:5]([O:6][C:7]2[CH:14]=[CH:13][C:10]([C:11]#[N:12])=[CH:9][C:8]=2[Cl:15])=[CH:4][C:3]=1[CH:18]=[O:19].[BH4-].[Na+], predict the reaction product. The product is: [Br:1][C:2]1[CH:17]=[CH:16][C:5]([O:6][C:7]2[CH:14]=[CH:13][C:10]([C:11]#[N:12])=[CH:9][C:8]=2[Cl:15])=[CH:4][C:3]=1[CH2:18][OH:19]. (2) The product is: [CH3:24][C:23]1[CH:22]=[C:21]2[C:20]([CH:25]=[CH:26][NH:5][C:10]2=[O:44])=[CH:19][C:18]=1[NH:17][C:14](=[O:16])[CH3:15]. Given the reactants C([N:5]([CH2:10]CCC)CCCC)CCC.[C:14]([NH:17][C:18]1[CH:19]=[C:20]([CH:25]=[CH:26]C(N=[N+]=[N-])=O)[CH:21]=[CH:22][C:23]=1[CH3:24])(=[O:16])[CH3:15].CCCCCC.C1([O:44]C2C=CC=CC=2)C=CC=CC=1, predict the reaction product. (3) Given the reactants [C:1]([C:3]1[CH:4]=[N:5][N:6]2[C:11]([C:12]([F:15])([F:14])[F:13])=[CH:10][C:9]([C:16]3[CH:21]=[CH:20][C:19]([C:22]([F:25])([F:24])[F:23])=[CH:18][CH:17]=3)=[N:8][C:7]=12)#[CH:2].[CH:26]1([C:29]2[C:34](OS(C(F)(F)F)(=O)=O)=[CH:33][CH:32]=[CH:31][N:30]=2)[CH2:28][CH2:27]1, predict the reaction product. The product is: [CH:26]1([C:29]2[C:34]([C:2]#[C:1][C:3]3[CH:4]=[N:5][N:6]4[C:11]([C:12]([F:14])([F:13])[F:15])=[CH:10][C:9]([C:16]5[CH:21]=[CH:20][C:19]([C:22]([F:25])([F:24])[F:23])=[CH:18][CH:17]=5)=[N:8][C:7]=34)=[CH:33][CH:32]=[CH:31][N:30]=2)[CH2:28][CH2:27]1. (4) The product is: [C:1]([O:5][C:6]([N:8]1[CH2:13][CH2:12][N+:11]([O-:45])([C:14]2[CH:19]=[CH:18][CH:17]=[C:16]([N:20]3[CH2:29][C@H:28]4[N:24]([CH2:25][CH2:26][CH2:27]4)[C:23]4[N:30]=[C:31]([NH:55][CH2:53][CH3:54])[N:32]=[CH:33][C:22]=4[C:21]3=[O:36])[CH:15]=2)[CH2:10][CH2:9]1)=[O:7])([CH3:4])([CH3:3])[CH3:2]. Given the reactants [C:1]([O:5][C:6]([N:8]1[CH2:13][CH2:12][N:11]([C:14]2[CH:15]=[C:16]([N:20]3[CH2:29][C@H:28]4[N:24]([CH2:25][CH2:26][CH2:27]4)[C:23]4[N:30]=[C:31](SC)[N:32]=[CH:33][C:22]=4[C:21]3=[O:36])[CH:17]=[CH:18][CH:19]=2)[CH2:10][CH2:9]1)=[O:7])([CH3:4])([CH3:3])[CH3:2].ClC1C=CC=C(C(OO)=[O:45])C=1.C(=O)(O)[O-].[Na+].[CH2:53]([NH2:55])[CH3:54].C1COCC1, predict the reaction product. (5) The product is: [C:16]1([C:9]2[C:8]3[C:3](=[CH:4][CH:5]=[CH:6][CH:7]=3)[C:2]([C:34]3[CH:35]=[CH:36][C:31]([C:23]4[O:22][C:26]5[CH:27]=[CH:28][CH:29]=[CH:30][C:25]=5[N:24]=4)=[CH:32][CH:33]=3)=[C:15]3[C:10]=2[CH:11]=[CH:12][CH:13]=[CH:14]3)[CH:17]=[CH:18][CH:19]=[CH:20][CH:21]=1. Given the reactants Br[C:2]1[C:3]2[C:8]([C:9]([C:16]3[CH:21]=[CH:20][CH:19]=[CH:18][CH:17]=3)=[C:10]3[C:15]=1[CH:14]=[CH:13][CH:12]=[CH:11]3)=[CH:7][CH:6]=[CH:5][CH:4]=2.[O:22]1[C:26]2[CH:27]=[CH:28][CH:29]=[CH:30][C:25]=2[N:24]=[C:23]1[C:31]1[CH:36]=[CH:35][C:34](B(O)O)=[CH:33][CH:32]=1.C1(C)C=CC=CC=1P(C1C=CC=CC=1C)C1C=CC=CC=1C.C(=O)([O-])[O-].[K+].[K+], predict the reaction product. (6) Given the reactants [NH:1]1[CH:6]=[CH:5][CH2:4][CH2:3][CH2:2]1.[PH:7](=[O:14])([O:11][CH2:12][CH3:13])[O:8][CH2:9][CH3:10].C(=O)([O-])N.[O-]S(C(F)(F)F)(=O)=O, predict the reaction product. The product is: [NH:1]1[CH:2]=[CH:3][CH2:4][CH2:5][CH2:6]1.[PH:7](=[O:14])([O:11][CH2:12][C:13]1[CH:6]=[CH:5][CH:4]=[CH:3][CH:2]=1)[O:8][CH2:9][C:10]1[CH:6]=[CH:5][CH:4]=[CH:3][CH:2]=1. (7) Given the reactants [CH3:1][O:2][C:3]([C:5]1[S:9][C:8]2[CH:10]=[C:11]([O:14][CH3:15])[CH:12]=[CH:13][C:7]=2[CH:6]=1)=[O:4].B(Br)(Br)Br.C([O-])([O-])=O.[Cs+].[Cs+].ClC1[S:28][C:29]2[CH:35]=[CH:34][CH:33]=[CH:32][C:30]=2[N:31]=1.Cl, predict the reaction product. The product is: [CH3:1][O:2][C:3]([C:5]1[S:9][C:8]2[CH:10]=[C:11]([O:14][C:15]3[S:28][C:29]4[CH:35]=[CH:34][CH:33]=[CH:32][C:30]=4[N:31]=3)[CH:12]=[CH:13][C:7]=2[CH:6]=1)=[O:4].